Dataset: Full USPTO retrosynthesis dataset with 1.9M reactions from patents (1976-2016). Task: Predict the reactants needed to synthesize the given product. (1) Given the product [CH:25]1([CH2:24][CH:19]([C:13]2[CH:14]=[CH:15][C:16]([O:17][CH3:18])=[C:11]([O:10][CH3:9])[CH:12]=2)[C:20]([OH:22])=[O:21])[CH2:29][CH2:28][CH2:27][CH2:26]1, predict the reactants needed to synthesize it. The reactants are: C([N-]C(C)C)(C)C.[Li+].[CH3:9][O:10][C:11]1[CH:12]=[C:13]([CH2:19][C:20]([OH:22])=[O:21])[CH:14]=[CH:15][C:16]=1[O:17][CH3:18].I[CH2:24][CH:25]1[CH2:29][CH2:28][CH2:27][CH2:26]1. (2) Given the product [F:8][C:9]([F:20])([F:19])[C:10]1[CH:15]=[CH:14][CH:13]=[CH:12][C:11]=1[C:2]1[CH:3]=[N:4][CH:5]=[CH:6][CH:7]=1, predict the reactants needed to synthesize it. The reactants are: I[C:2]1[CH:3]=[N:4][CH:5]=[CH:6][CH:7]=1.[F:8][C:9]([F:20])([F:19])[C:10]1[CH:15]=[CH:14][CH:13]=[CH:12][C:11]=1B(O)O.C(=O)([O-])[O-].[Na+].[Na+]. (3) Given the product [CH3:9][NH:8][CH2:7][CH2:6][CH2:5][CH2:4][CH2:3][CH2:2][OH:1], predict the reactants needed to synthesize it. The reactants are: [OH:1][CH2:2][CH2:3][CH2:4][CH2:5][CH2:6][CH2:7][NH:8][C:9](=O)OC(C)(C)C.[H-].[H-].[H-].[H-].[Li+].[Al+3].[OH-].[Na+].[O-]S([O-])(=O)=O.[Mg+2]. (4) Given the product [F:28][CH2:27][CH:25]1[CH2:24][N:23]([CH2:22][CH2:21][O:20][C:17]2[CH:16]=[CH:15][C:14]([CH:3]3[C:2]([C:37]4[CH:36]=[CH:35][C:34]([NH:33][S:30]([CH3:29])(=[O:31])=[O:32])=[CH:39][CH:38]=4)=[C:11]([CH3:12])[C:10]4[C:5](=[CH:6][CH:7]=[C:8]([OH:13])[CH:9]=4)[O:4]3)=[CH:19][CH:18]=2)[CH2:26]1, predict the reactants needed to synthesize it. The reactants are: Br[C:2]1[CH:3]([C:14]2[CH:19]=[CH:18][C:17]([O:20][CH2:21][CH2:22][N:23]3[CH2:26][CH:25]([CH2:27][F:28])[CH2:24]3)=[CH:16][CH:15]=2)[O:4][C:5]2[C:10]([C:11]=1[CH3:12])=[CH:9][C:8]([OH:13])=[CH:7][CH:6]=2.[CH3:29][S:30]([NH:33][C:34]1[CH:39]=[CH:38][C:37](B(O)O)=[CH:36][CH:35]=1)(=[O:32])=[O:31]. (5) Given the product [NH2:10][C@@H:3]([C@@H:2]([OH:1])[CH2:18][CH2:19][CH2:20][CH3:21])[CH2:4][C:5]1[CH:9]=[CH:8][S:7][CH:6]=1, predict the reactants needed to synthesize it. The reactants are: [OH:1][C@@H:2]([CH2:18][CH2:19][CH2:20][CH3:21])[C@H:3]([NH:10]C(=O)OC(C)(C)C)[CH2:4][C:5]1[CH:9]=[CH:8][S:7][CH:6]=1.C([C@H](NC(=O)OC(C)(C)C)[C@@H](O)CCCC)C1C=CC=CC=1. (6) Given the product [N:21]([CH2:6][C@@H:7]1[O:11][C:10](=[O:12])[N:9]([C:13]2[CH:18]=[CH:17][C:16]([I:19])=[C:15]([F:20])[CH:14]=2)[CH2:8]1)=[N+:22]=[N-:23], predict the reactants needed to synthesize it. The reactants are: CS(O[CH2:6][C@@H:7]1[O:11][C:10](=[O:12])[N:9]([C:13]2[CH:18]=[CH:17][C:16]([I:19])=[C:15]([F:20])[CH:14]=2)[CH2:8]1)(=O)=O.[N-:21]=[N+:22]=[N-:23].[Na+].C(=O)(O)[O-].[Na+].